Regression. Given a peptide amino acid sequence and an MHC pseudo amino acid sequence, predict their binding affinity value. This is MHC class II binding data. From a dataset of Peptide-MHC class II binding affinity with 134,281 pairs from IEDB. (1) The peptide sequence is IMRIKKLTITGKGTL. The MHC is HLA-DPA10103-DPB10201 with pseudo-sequence HLA-DPA10103-DPB10201. The binding affinity (normalized) is 0.213. (2) The peptide sequence is LKQATTAPCAVMDIT. The MHC is DRB1_0701 with pseudo-sequence DRB1_0701. The binding affinity (normalized) is 0.224.